Dataset: Catalyst prediction with 721,799 reactions and 888 catalyst types from USPTO. Task: Predict which catalyst facilitates the given reaction. Reactant: Br[CH2:2][CH2:3][N:4]1[C:8]([C:9]([O:11]CC)=O)=[CH:7][C:6]([C:14]2[CH:19]=[CH:18][C:17]([F:20])=[CH:16][CH:15]=2)=[N:5]1.[I-].[K+].[CH2:23]([NH2:30])[C:24]1[CH:29]=[CH:28][CH:27]=[CH:26][CH:25]=1. Product: [CH2:23]([N:30]1[CH2:2][CH2:3][N:4]2[N:5]=[C:6]([C:14]3[CH:15]=[CH:16][C:17]([F:20])=[CH:18][CH:19]=3)[CH:7]=[C:8]2[C:9]1=[O:11])[C:24]1[CH:29]=[CH:28][CH:27]=[CH:26][CH:25]=1. The catalyst class is: 10.